From a dataset of Forward reaction prediction with 1.9M reactions from USPTO patents (1976-2016). Predict the product of the given reaction. (1) Given the reactants [Cl:1][C:2]1[CH:3]=[C:4]([CH:6]=[CH:7][C:8]=1[O:9][C:10]1[C:19]2[C:14](=[CH:15][C:16]([O:22][CH3:23])=[C:17]([O:20][CH3:21])[CH:18]=2)[N:13]=[CH:12][CH:11]=1)[NH2:5].C(N(C(C)C)CC)(C)C.ClC(Cl)(O[C:37](=[O:43])OC(Cl)(Cl)Cl)Cl.[NH2:45][C:46]1[S:47][C:48]([CH2:51][CH3:52])=[N:49][N:50]=1, predict the reaction product. The product is: [Cl:1][C:2]1[CH:3]=[C:4]([NH:5][C:37]([NH:45][C:46]2[S:47][C:48]([CH2:51][CH3:52])=[N:49][N:50]=2)=[O:43])[CH:6]=[CH:7][C:8]=1[O:9][C:10]1[C:19]2[C:14](=[CH:15][C:16]([O:22][CH3:23])=[C:17]([O:20][CH3:21])[CH:18]=2)[N:13]=[CH:12][CH:11]=1. (2) Given the reactants [N:1]1([C:13]2[CH:19]=[CH:18][C:16]([NH2:17])=[CH:15][CH:14]=2)[C:5]2=[N:6][C:7]3[CH:12]=[CH:11][CH:10]=[CH:9][C:8]=3[N:4]2[CH2:3][CH2:2]1.Cl[C:21]1[C:26]([N+:27]([O-:29])=[O:28])=[CH:25][CH:24]=[CH:23][N:22]=1, predict the reaction product. The product is: [N:1]1([C:13]2[CH:19]=[CH:18][C:16]([NH:17][C:21]3[C:26]([N+:27]([O-:29])=[O:28])=[CH:25][CH:24]=[CH:23][N:22]=3)=[CH:15][CH:14]=2)[C:5]2=[N:6][C:7]3[CH:12]=[CH:11][CH:10]=[CH:9][C:8]=3[N:4]2[CH2:3][CH2:2]1. (3) Given the reactants [NH:1]1[CH:5]=[CH:4][C:3]([C:6]([OH:8])=O)=[N:2]1.CCN(C(C)C)C(C)C.CN(C(ON1N=NC2C1=CC=CC=2)=[N+](C)C)C.F[P-](F)(F)(F)(F)F.[NH2:42][C@@H:43]([CH3:59])[CH2:44][N:45]1[CH:49]=[CH:48][C:47]([C:50]2[CH:57]=[CH:56][C:53]([C:54]#[N:55])=[C:52]([Cl:58])[CH:51]=2)=[N:46]1, predict the reaction product. The product is: [Cl:58][C:52]1[CH:51]=[C:50]([C:47]2[CH:48]=[CH:49][N:45]([CH2:44][C@@H:43]([NH:42][C:6]([C:3]3[CH:4]=[CH:5][NH:1][N:2]=3)=[O:8])[CH3:59])[N:46]=2)[CH:57]=[CH:56][C:53]=1[C:54]#[N:55]. (4) Given the reactants [Li]CCCC.Br[C:7]1[CH:20]=[CH:19][C:10]([O:11][Si:12]([C:15]([CH3:18])([CH3:17])[CH3:16])([CH3:14])[CH3:13])=[CH:9][CH:8]=1.[CH3:21][O:22][C:23]([C:25]1[CH2:26][N:27]([C:39]([O:41][C:42]([CH3:45])([CH3:44])[CH3:43])=[O:40])[CH2:28][CH2:29][C:30]=1OS(C(F)(F)F)(=O)=O)=[O:24].[NH4+].[Cl-], predict the reaction product. The product is: [CH3:21][O:22][C:23]([C:25]1[CH2:26][N:27]([C:39]([O:41][C:42]([CH3:45])([CH3:44])[CH3:43])=[O:40])[CH2:28][CH2:29][C:30]=1[C:7]1[CH:20]=[CH:19][C:10]([O:11][Si:12]([C:15]([CH3:18])([CH3:17])[CH3:16])([CH3:14])[CH3:13])=[CH:9][CH:8]=1)=[O:24]. (5) Given the reactants [OH:1][CH2:2][C@H:3]1[CH2:8][CH2:7][C@H:6]([N:9]2[C:14]3[C:15]4[CH:21]=[CH:20][N:19]([CH2:22][O:23][CH2:24][CH2:25][Si:26]([CH3:29])([CH3:28])[CH3:27])[C:16]=4[N:17]=[CH:18][C:13]=3[C:12](=[O:30])[N:11]=[CH:10]2)[CH2:5][CH2:4]1.I(C1C=CC=CC=1C(O)=O)(=O)=O.S([O-])([O-])(=O)=S.[Na+].[Na+].O, predict the reaction product. The product is: [O:30]=[C:12]1[N:11]=[CH:10][N:9]([C@H:6]2[CH2:7][CH2:8][C@H:3]([CH:2]=[O:1])[CH2:4][CH2:5]2)[C:14]2[C:15]3[CH:21]=[CH:20][N:19]([CH2:22][O:23][CH2:24][CH2:25][Si:26]([CH3:29])([CH3:28])[CH3:27])[C:16]=3[N:17]=[CH:18][C:13]1=2. (6) Given the reactants [NH2:1][C:2]1[N:3]([CH2:24]C2CCCCC2)[C:4](=[O:23])[C:5]2([C:15]3[C:10](=[CH:11][CH:12]=[C:13](Br)[CH:14]=3)[O:9][CH:8]([C:17]3[CH:22]=[CH:21][CH:20]=[CH:19][CH:18]=3)[CH2:7]2)[N:6]=1.[C:31]([CH2:33][C:34]1[CH:35]=[C:36](B(O)O)[CH:37]=[CH:38][CH:39]=1)#[N:32], predict the reaction product. The product is: [NH2:1][C:2]1[N:3]([CH3:24])[C:4](=[O:23])[C:5]2([C:15]3[C:10](=[CH:11][CH:12]=[C:13]([C:38]4[CH:39]=[C:34]([CH2:33][C:31]#[N:32])[CH:35]=[CH:36][CH:37]=4)[CH:14]=3)[O:9][CH:8]([C:17]3[CH:22]=[CH:21][CH:20]=[CH:19][CH:18]=3)[CH2:7]2)[N:6]=1. (7) Given the reactants OC1C=C(OC)C=CC=1[C:10]1[CH:15]=[C:14]([OH:16])[CH:13]=[CH:12][C:11]=1[C:17]([C:19]1[CH:24]=[CH:23][C:22](O)=[CH:21][C:20]=1C1C=CC(OC)=CC=1O)=O.[Cl:35][C:36]1[CH:41]=[CH:40][C:39]([CH2:42][C:43]([OH:45])=[O:44])=[CH:38][CH:37]=1.[C:46]([O-:49])([O-])=O.[K+].[K+].C(N1C=CN=C1)(N1C=CN=C1)=O, predict the reaction product. The product is: [Cl:35][C:36]1[CH:37]=[CH:38][C:39]([C:42]2[C:43](=[O:45])[O:44][C:24]3[C:19]([C:17]=2[C:11]2[CH:12]=[CH:13][C:14]([OH:16])=[CH:15][CH:10]=2)=[CH:20][CH:21]=[C:22]([O:49][CH3:46])[CH:23]=3)=[CH:40][CH:41]=1. (8) Given the reactants [CH:1]1([N:4]2[C:8]3[CH:9]=[CH:10][CH:11]=[CH:12][C:7]=3[N:6]([CH2:13][CH2:14][CH2:15][N:16]3[CH2:47][CH2:46][C:19]4([N:23]([C:24]5[CH:29]=[CH:28][C:27]([F:30])=[CH:26][CH:25]=5)[CH2:22][N:21]([CH2:31][C:32]5[CH:33]=[C:34]([CH:42]=[CH:43][CH:44]=5)[C:35]([O:37]C(C)(C)C)=[O:36])[C:20]4=[O:45])[CH2:18][CH2:17]3)[C:5]2=[O:48])[CH2:3][CH2:2]1, predict the reaction product. The product is: [CH:1]1([N:4]2[C:8]3[CH:9]=[CH:10][CH:11]=[CH:12][C:7]=3[N:6]([CH2:13][CH2:14][CH2:15][N:16]3[CH2:47][CH2:46][C:19]4([N:23]([C:24]5[CH:29]=[CH:28][C:27]([F:30])=[CH:26][CH:25]=5)[CH2:22][N:21]([CH2:31][C:32]5[CH:33]=[C:34]([CH:42]=[CH:43][CH:44]=5)[C:35]([OH:37])=[O:36])[C:20]4=[O:45])[CH2:18][CH2:17]3)[C:5]2=[O:48])[CH2:2][CH2:3]1. (9) Given the reactants [CH2:1]([O:3][C:4]([C:6]1[C:7]([OH:25])=[C:8]2[CH:16]=[CH:15][N:14]([CH2:17][C:18]3[CH:23]=[CH:22][CH:21]=[CH:20][C:19]=3[F:24])[C:9]2=[C:10]([C:12]#[N:13])[N:11]=1)=[O:5])[CH3:2].[C:26](OC(=O)C)(=[O:28])[CH3:27], predict the reaction product. The product is: [CH2:1]([O:3][C:4]([C:6]1[C:7]([O:25][C:26](=[O:28])[CH3:27])=[C:8]2[CH:16]=[CH:15][N:14]([CH2:17][C:18]3[CH:23]=[CH:22][CH:21]=[CH:20][C:19]=3[F:24])[C:9]2=[C:10]([C:12]#[N:13])[N:11]=1)=[O:5])[CH3:2].